Dataset: Forward reaction prediction with 1.9M reactions from USPTO patents (1976-2016). Task: Predict the product of the given reaction. (1) Given the reactants [F:1][CH:2]([F:32])[C:3]1[N:7]([C:8]2[N:13]=[C:12]([N:14]3[CH2:19][CH2:18][O:17][CH2:16][CH2:15]3)[N:11]=[C:10]([N:20]3[CH2:25][CH2:24][NH:23][CH2:22][CH2:21]3)[N:9]=2)[C:6]2[CH:26]=[CH:27][CH:28]=[C:29]([O:30][CH3:31])[C:5]=2[N:4]=1.[Cl:33][C:34]([Cl:39])([Cl:38])[C:35](Cl)=[O:36], predict the reaction product. The product is: [CH3:31][O:30][C:29]1[C:5]2[N:4]=[C:3]([CH:2]([F:1])[F:32])[N:7]([C:8]3[N:13]=[C:12]([N:14]4[CH2:15][CH2:16][O:17][CH2:18][CH2:19]4)[N:11]=[C:10]([N:20]4[CH2:25][CH2:24][N:23]([C:35](=[O:36])[C:34]([Cl:39])([Cl:38])[Cl:33])[CH2:22][CH2:21]4)[N:9]=3)[C:6]=2[CH:26]=[CH:27][CH:28]=1. (2) Given the reactants [Cl:1][C:2]1[N:3]=[CH:4][NH:5][C:6]=1[Cl:7].[OH-].[K+].[Br:10][CH2:11][CH3:12].[K+].[Br-].BrCC[C:18]1[C:27]2[C:22](=[CH:23][CH:24]=[CH:25][CH:26]=2)[CH:21]=[CH:20][CH:19]=1, predict the reaction product. The product is: [Br-:10].[CH2:26]([N+:3]1[C:2]([Cl:1])=[C:6]([Cl:7])[N:5]([C:26]2[C:27]3[C:22](=[CH:21][CH:20]=[CH:19][CH:18]=3)[CH:23]=[CH:24][C:25]=2[CH2:11][CH3:12])[CH:4]=1)[CH2:27][CH2:18][CH2:19][CH2:20][CH2:21][CH2:22][CH2:23][CH2:24][CH3:25].